The task is: Predict which catalyst facilitates the given reaction.. This data is from Catalyst prediction with 721,799 reactions and 888 catalyst types from USPTO. (1) The catalyst class is: 2. Reactant: O[CH2:2][C:3]1[CH:12]=[CH:11][C:6]([C:7]([O:9][CH3:10])=[O:8])=[C:5]([CH3:13])[CH:4]=1.C1(P(C2C=CC=CC=2)C2C=CC=CC=2)C=CC=CC=1.C1C(=O)N([Br:40])C(=O)C1. Product: [Br:40][CH2:2][C:3]1[CH:12]=[CH:11][C:6]([C:7]([O:9][CH3:10])=[O:8])=[C:5]([CH3:13])[CH:4]=1. (2) Reactant: ClC1C=CC=C(C(OO)=[O:9])C=1.[C:12]1([S:18][CH2:19][C:20]2[C:25]([C:26]([O:28][CH2:29][CH3:30])=[O:27])=[C:24]([O:31][CH3:32])[C:23]([CH2:33][CH3:34])=[CH:22][CH:21]=2)[CH:17]=[CH:16][CH:15]=[CH:14][CH:13]=1. Product: [C:12]1([S:18]([CH2:19][C:20]2[C:25]([C:26]([O:28][CH2:29][CH3:30])=[O:27])=[C:24]([O:31][CH3:32])[C:23]([CH2:33][CH3:34])=[CH:22][CH:21]=2)=[O:9])[CH:13]=[CH:14][CH:15]=[CH:16][CH:17]=1. The catalyst class is: 2. (3) Reactant: [CH3:1][O:2][C:3]([C:5]1[N:6]=[C:7]([Cl:39])[C:8]([N:12]2[CH2:17][CH2:16][N:15]([C:18]3[CH:23]=[C:22]([C:24]4[CH:29]=[CH:28][C:27]([F:30])=[CH:26][CH:25]=4)[N:21]=[C:20]([N:31]4[CH2:36][CH2:35][O:34][CH2:33][C@H:32]4[CH3:37])[N:19]=3)[CH:14]([CH3:38])[CH2:13]2)=[N:9][C:10]=1Br)=[O:4].[H][H]. Product: [CH3:1][O:2][C:3]([C:5]1[N:6]=[C:7]([Cl:39])[C:8]([N:12]2[CH2:17][CH2:16][N:15]([C:18]3[CH:23]=[C:22]([C:24]4[CH:25]=[CH:26][C:27]([F:30])=[CH:28][CH:29]=4)[N:21]=[C:20]([N:31]4[CH2:36][CH2:35][O:34][CH2:33][CH:32]4[CH3:37])[N:19]=3)[C@H:14]([CH3:38])[CH2:13]2)=[N:9][CH:10]=1)=[O:4]. The catalyst class is: 123. (4) Reactant: C(OC([N:8]1[CH2:13][CH2:12][CH:11]([N:14]2[C:22]3[C:21]([O:23][C:24]4[CH:29]=[CH:28][C:27]([O:30][C:31]5[CH:36]=[CH:35][CH:34]=[CH:33][CH:32]=5)=[CH:26][CH:25]=4)=[N:20][CH:19]=[N:18][C:17]=3[CH:16]=[N:15]2)[CH2:10][CH2:9]1)=O)(C)(C)C.[ClH:37]. Product: [ClH:37].[O:30]([C:27]1[CH:26]=[CH:25][C:24]([O:23][C:21]2[C:22]3[N:14]([CH:11]4[CH2:10][CH2:9][NH:8][CH2:13][CH2:12]4)[N:15]=[CH:16][C:17]=3[N:18]=[CH:19][N:20]=2)=[CH:29][CH:28]=1)[C:31]1[CH:36]=[CH:35][CH:34]=[CH:33][CH:32]=1. The catalyst class is: 5. (5) Reactant: [C:1]1([C:7]([NH:9][CH:10]2[CH2:15][CH:14]([C:16]3[CH:21]=[CH:20][C:19]([C:22]([F:25])([F:24])[F:23])=[CH:18][CH:17]=3)[CH2:13][N:12]([C:26]([N:28]3[CH2:33][CH2:32][CH:31]([C:34](O)=[O:35])[CH2:30][CH2:29]3)=[O:27])[CH2:11]2)=[O:8])[CH:6]=[CH:5][CH:4]=[CH:3][CH:2]=1.C[N:38](C(ON1N=NC2C=CC=NC1=2)=[N+](C)C)C.F[P-](F)(F)(F)(F)F.C([O-])(=O)C.[NH4+]. Product: [C:1]1([C:7]([NH:9][CH:10]2[CH2:15][CH:14]([C:16]3[CH:21]=[CH:20][C:19]([C:22]([F:23])([F:25])[F:24])=[CH:18][CH:17]=3)[CH2:13][N:12]([C:26]([N:28]3[CH2:29][CH2:30][CH:31]([C:34]([NH2:38])=[O:35])[CH2:32][CH2:33]3)=[O:27])[CH2:11]2)=[O:8])[CH:6]=[CH:5][CH:4]=[CH:3][CH:2]=1. The catalyst class is: 456. (6) Reactant: [C:1]([N:5]=[C:6]=[O:7])([CH3:4])([CH3:3])[CH3:2].[NH2:8][C@H:9]1[CH2:14][CH2:13][C@H:12]([NH:15][C:16]([NH:18][CH:19]2[CH2:24][CH2:23][CH2:22][CH2:21][CH2:20]2)=[O:17])[CH2:11][CH2:10]1. Product: [C:1]([NH:5][C:6]([NH:8][CH:9]1[CH2:14][CH2:13][CH:12]([NH:15][C:16](=[O:17])[NH:18][CH:19]2[CH2:24][CH2:23][CH2:22][CH2:21][CH2:20]2)[CH2:11][CH2:10]1)=[O:7])([CH3:4])([CH3:3])[CH3:2]. The catalyst class is: 60.